Dataset: Reaction yield outcomes from USPTO patents with 853,638 reactions. Task: Predict the reaction yield, written as a fraction of the theoretical maximum amount of product (1.0 means a 100% yield; for example, 0.34 means a 34% yield). The reactants are [CH3:1][N:2]1[C:10]2[CH:9]=[C:8]3[O:11][CH2:12][CH2:13][O:14][C:7]3=[CH:6][C:5]=2[C:4]([C:19]2[CH:24]=[CH:23][CH:22]=[CH:21][C:20]=2[N+:25]([O-])=O)([C:15]([O:17]C)=O)[C:3]1=[O:28]. The catalyst is [Pd].CO. The product is [CH3:1][N:2]1[C:10]2[CH:9]=[C:8]3[O:11][CH2:12][CH2:13][O:14][C:7]3=[CH:6][C:5]=2[C:4]2([C:19]3[C:20](=[CH:21][CH:22]=[CH:23][CH:24]=3)[NH:25][C:15]2=[O:17])[C:3]1=[O:28]. The yield is 0.400.